This data is from Catalyst prediction with 721,799 reactions and 888 catalyst types from USPTO. The task is: Predict which catalyst facilitates the given reaction. (1) Product: [S:54]1[C:55]2[CH:61]=[CH:60][CH:59]=[CH:58][C:56]=2[N:57]=[C:53]1[NH:52][C:8](=[O:9])[CH:7]([C:11]1[CH:16]=[CH:15][C:14]([S:17]([CH3:20])(=[O:19])=[O:18])=[C:13]([C:21]([F:24])([F:23])[F:22])[CH:12]=1)[CH2:6][CH:1]1[CH2:5][CH2:4][CH2:3][CH2:2]1. The catalyst class is: 2. Reactant: [CH:1]1([CH2:6][CH:7]([C:11]2[CH:16]=[CH:15][C:14]([S:17]([CH3:20])(=[O:19])=[O:18])=[C:13]([C:21]([F:24])([F:23])[F:22])[CH:12]=2)[C:8](O)=[O:9])[CH2:5][CH2:4][CH2:3][CH2:2]1.F[P-](F)(F)(F)(F)F.N1(O[P+](N(C)C)(N(C)C)N(C)C)C2C=CC=CC=2N=N1.[NH2:52][C:53]1[S:54][C:55]2[CH:61]=[CH:60][CH:59]=[CH:58][C:56]=2[N:57]=1.C(N(CC)CC)C. (2) Reactant: [OH:1][C:2]1[CH:10]=[CH:9][C:5]([C:6]([NH2:8])=[S:7])=[CH:4][CH:3]=1.[CH2:11]([O:13][C:14](=[O:20])[CH:15](Br)[C:16]([CH3:18])=O)[CH3:12]. Product: [CH2:11]([O:13][C:14]([C:15]1[S:7][C:6]([C:5]2[CH:9]=[CH:10][C:2]([OH:1])=[CH:3][CH:4]=2)=[N:8][C:16]=1[CH3:18])=[O:20])[CH3:12]. The catalyst class is: 8. (3) Reactant: [CH3:1][Li].[OH:3][C:4]1[C:5]([CH3:23])=[C:6]2[C:11](=[C:12]([CH3:15])[C:13]=1[CH3:14])[O:10][C:9]([CH3:22])([C:16](N(OC)C)=[O:17])[CH2:8][CH2:7]2.[NH4+].[Cl-]. Product: [OH:3][C:4]1[C:5]([CH3:23])=[C:6]2[C:11](=[C:12]([CH3:15])[C:13]=1[CH3:14])[O:10][C:9]([C:16](=[O:17])[CH3:1])([CH3:22])[CH2:8][CH2:7]2. The catalyst class is: 1.